Dataset: Forward reaction prediction with 1.9M reactions from USPTO patents (1976-2016). Task: Predict the product of the given reaction. (1) Given the reactants [C:1]([C:3]1[CH:8]=[CH:7][C:6]([C:9]2[CH:10]=[N:11][N:12]([C:16]3[CH:31]=[CH:30][C:19]([C:20]([NH:22][CH2:23][CH:24]4[CH2:29][CH2:28][O:27][CH2:26][CH2:25]4)=[O:21])=[CH:18][N:17]=3)[C:13]=2[O:14]C)=[C:5]([CH3:32])[CH:4]=1)#[N:2].[Cl-].[Li+], predict the reaction product. The product is: [C:1]([C:3]1[CH:8]=[CH:7][C:6]([C:9]2[CH:10]=[N:11][N:12]([C:16]3[CH:31]=[CH:30][C:19]([C:20]([NH:22][CH2:23][CH:24]4[CH2:29][CH2:28][O:27][CH2:26][CH2:25]4)=[O:21])=[CH:18][N:17]=3)[C:13]=2[OH:14])=[C:5]([CH3:32])[CH:4]=1)#[N:2]. (2) Given the reactants Br[C:2]1[CH:7]=[CH:6][C:5]([N:8]2[C:12]([C:13]3[C:18]([CH3:19])=[CH:17][C:16]([CH3:20])=[CH:15][C:14]=3[CH3:21])=[CH:11][CH:10]=[N:9]2)=[CH:4][CH:3]=1.C[Si]([C:26]#[CH:27])(C)C, predict the reaction product. The product is: [C:26]([C:2]1[CH:7]=[CH:6][C:5]([N:8]2[C:12]([C:13]3[C:18]([CH3:19])=[CH:17][C:16]([CH3:20])=[CH:15][C:14]=3[CH3:21])=[CH:11][CH:10]=[N:9]2)=[CH:4][CH:3]=1)#[CH:27].